From a dataset of Catalyst prediction with 721,799 reactions and 888 catalyst types from USPTO. Predict which catalyst facilitates the given reaction. (1) The catalyst class is: 115. Product: [Br:9][C:10]1[CH:11]=[C:12]2[C:17](=[CH:18][CH:19]=1)[N:16]=[C:15]([C:20]([NH2:21])=[O:2])[CH:14]=[CH:13]2. Reactant: C(=O)([O-])[O-:2].[K+].[K+].OO.[Br:9][C:10]1[CH:11]=[C:12]2[C:17](=[CH:18][CH:19]=1)[N:16]=[C:15]([C:20]#[N:21])[CH:14]=[CH:13]2. (2) Reactant: [O:1]1CCCO[CH:2]1[C:7]1[CH:12]=[CH:11][C:10]([C:13]2[S:14][C:15]3[C:20]([N:21]=2)=[CH:19][CH:18]=[C:17]([C:22]2([C:25]4[CH:30]=[CH:29][C:28]([O:31][CH2:32][C:33]5[CH:38]=[CH:37][CH:36]=[CH:35][CH:34]=5)=[CH:27][CH:26]=4)[CH2:24][CH2:23]2)[N:16]=3)=[C:9]([F:39])[CH:8]=1. Product: [CH2:32]([O:31][C:28]1[CH:27]=[CH:26][C:25]([C:22]2([C:17]3[N:16]=[C:15]4[S:14][C:13]([C:10]5[CH:11]=[CH:12][C:7]([CH:2]=[O:1])=[CH:8][C:9]=5[F:39])=[N:21][C:20]4=[CH:19][CH:18]=3)[CH2:23][CH2:24]2)=[CH:30][CH:29]=1)[C:33]1[CH:38]=[CH:37][CH:36]=[CH:35][CH:34]=1. The catalyst class is: 295. (3) Reactant: [CH2:1]([N:3]1[C:11]2[CH:10]=[C:9]([NH2:12])[N:8]=[CH:7][C:6]=2[CH:5]=[CH:4]1)[CH3:2].[CH2:13]=[C:14]([C:16]1[CH:24]=[CH:23][C:19]([C:20](Cl)=[O:21])=[CH:18][CH:17]=1)[CH3:15].[H-].[Na+]. Product: [CH2:1]([N:3]1[C:11]2[CH:10]=[C:9]([NH:12][C:20](=[O:21])[C:19]3[CH:23]=[CH:24][C:16]([C:14]([CH3:15])=[CH2:13])=[CH:17][CH:18]=3)[N:8]=[CH:7][C:6]=2[CH:5]=[CH:4]1)[CH3:2]. The catalyst class is: 17. (4) Reactant: [Br-].C([P+]([C:20]1[CH:25]=[CH:24][CH:23]=[CH:22][CH:21]=1)([C:20]1[CH:25]=[CH:24][CH:23]=[CH:22][CH:21]=1)[C:20]1[CH:25]=[CH:24][CH:23]=[CH:22][CH:21]=1)CCCC.[Li+].C[Si]([N-][Si](C)(C)C)(C)C.[NH:36]1C2[C:39](=[CH:40][CH:41]=[CH:42][CH:43]=2)[CH:38]=[C:37]1[CH:45]=O.[Cl-].[NH4+]. Product: [CH:38]([C:37]1[NH:36][C:20]2[C:21]([CH:45]=1)=[CH:22][CH:23]=[CH:24][CH:25]=2)=[CH:39][CH2:40][CH2:41][CH2:42][CH3:43]. The catalyst class is: 56. (5) Reactant: [NH2:1][C:2](=[N:4][C:5]([C:7]1[CH:8]=[C:9]([CH:22]2[CH2:27][CH2:26][N:25](C(OCC3C=CC=CC=3)=O)[CH2:24][CH2:23]2)[N:10]([CH2:13][CH2:14][C:15]2[CH:20]=[CH:19][C:18]([F:21])=[CH:17][CH:16]=2)[C:11]=1[CH3:12])=[O:6])[NH2:3].C(Cl)(Cl)[Cl:39]. Product: [ClH:39].[ClH:39].[NH2:3][C:2]([NH2:1])=[N:4][C:5]([C:7]1[CH:8]=[C:9]([CH:22]2[CH2:27][CH2:26][NH:25][CH2:24][CH2:23]2)[N:10]([CH2:13][CH2:14][C:15]2[CH:20]=[CH:19][C:18]([F:21])=[CH:17][CH:16]=2)[C:11]=1[CH3:12])=[O:6]. The catalyst class is: 29.